The task is: Predict the product of the given reaction.. This data is from Forward reaction prediction with 1.9M reactions from USPTO patents (1976-2016). (1) Given the reactants [ClH:1].[F:2][C:3]1[CH:56]=[CH:55][CH:54]=[CH:53][C:4]=1[CH2:5][NH:6][C:7](=[O:52])[CH2:8][CH:9]1[C:15](=[O:16])[N:14]([C:17]2[CH:22]=[CH:21][C:20]([CH2:23][NH:24]C(OC(C)(C)C)=O)=[CH:19][CH:18]=2)[C:13]2[CH:32]=[CH:33][CH:34]=[CH:35][C:12]=2[N:11]([CH2:36][C:37]2[CH:42]=[CH:41][C:40]([O:43][CH2:44][C:45]3[CH:50]=[CH:49][CH:48]=[CH:47][CH:46]=3)=[CH:39][CH:38]=2)[C:10]1=[O:51], predict the reaction product. The product is: [ClH:1].[F:2][C:3]1[CH:56]=[CH:55][CH:54]=[CH:53][C:4]=1[CH2:5][NH:6][C:7](=[O:52])[CH2:8][CH:9]1[C:15](=[O:16])[N:14]([C:17]2[CH:18]=[CH:19][C:20]([CH2:23][NH2:24])=[CH:21][CH:22]=2)[C:13]2[CH:32]=[CH:33][CH:34]=[CH:35][C:12]=2[N:11]([CH2:36][C:37]2[CH:42]=[CH:41][C:40]([O:43][CH2:44][C:45]3[CH:50]=[CH:49][CH:48]=[CH:47][CH:46]=3)=[CH:39][CH:38]=2)[C:10]1=[O:51]. (2) The product is: [CH2:36]([N:28]([CH2:29][C:30]1[CH:35]=[CH:34][CH:33]=[CH:32][CH:31]=1)[C@H:21]1[CH2:20][C:19]2[C:24](=[CH:25][CH:26]=[CH:27][C:18]=2[C:6]2[CH:5]=[N:4][C:3]([O:2][CH3:1])=[CH:8][CH:7]=2)[O:23][CH2:22]1)[C:37]1[CH:38]=[CH:39][CH:40]=[CH:41][CH:42]=1. Given the reactants [CH3:1][O:2][C:3]1[CH:8]=[CH:7][C:6](B(O)O)=[CH:5][N:4]=1.FC(F)(F)S(O[C:18]1[CH:27]=[CH:26][CH:25]=[C:24]2[C:19]=1[CH2:20][C@H:21]([N:28]([CH2:36][C:37]1[CH:42]=[CH:41][CH:40]=[CH:39][CH:38]=1)[CH2:29][C:30]1[CH:35]=[CH:34][CH:33]=[CH:32][CH:31]=1)[CH2:22][O:23]2)(=O)=O, predict the reaction product. (3) Given the reactants [O:1]=[C:2]1[N:11]([C@@H:12]([CH2:16][CH:17]([CH3:19])[CH3:18])[C:13]([OH:15])=O)[C:10](=[O:20])[C:9]2[C:4](=[CH:5][CH:6]=[CH:7][CH:8]=2)[NH:3]1.[NH2:21][C:22]1[S:23][CH:24]=[CH:25][N:26]=1.CN(C(ON1N=NC2C=CC=CC1=2)=[N+](C)C)C.F[P-](F)(F)(F)(F)F.CCN(CC)CC, predict the reaction product. The product is: [O:1]=[C:2]1[N:11]([C@@H:12]([CH2:16][CH:17]([CH3:19])[CH3:18])[C:13]([NH:21][C:22]2[S:23][CH:24]=[CH:25][N:26]=2)=[O:15])[C:10](=[O:20])[C:9]2[C:4](=[CH:5][CH:6]=[CH:7][CH:8]=2)[NH:3]1. (4) Given the reactants [N+:1]([C:4]1[CH:9]=[CH:8][C:7]([C:10](=[O:17])[CH2:11][C:12]([O:14]CC)=O)=[CH:6][CH:5]=1)([O-:3])=[O:2].CC1C=CC=CC=1C.[CH3:26][C:27]1[CH:33]=[CH:32][C:30]([NH2:31])=[CH:29][C:28]=1[C:34]([F:37])([F:36])[F:35], predict the reaction product. The product is: [CH3:26][C:27]1[CH:33]=[CH:32][C:30]([NH:31][C:12](=[O:14])[CH2:11][C:10]([C:7]2[CH:6]=[CH:5][C:4]([N+:1]([O-:3])=[O:2])=[CH:9][CH:8]=2)=[O:17])=[CH:29][C:28]=1[C:34]([F:35])([F:36])[F:37]. (5) The product is: [O:30]1[CH:34]=[CH:33][CH:32]=[C:31]1[C:2]1[C:10]2[N:9]=[C:8]([CH3:11])[N:7]([CH2:12][C:13]3[CH:18]=[CH:17][CH:16]=[C:15]([C:19]([F:22])([F:20])[F:21])[C:14]=3[CH3:23])[C:6]=2[CH:5]=[C:4]([N:24]2[CH2:29][CH2:28][O:27][CH2:26][CH2:25]2)[CH:3]=1. Given the reactants Br[C:2]1[C:10]2[N:9]=[C:8]([CH3:11])[N:7]([CH2:12][C:13]3[CH:18]=[CH:17][CH:16]=[C:15]([C:19]([F:22])([F:21])[F:20])[C:14]=3[CH3:23])[C:6]=2[CH:5]=[C:4]([N:24]2[CH2:29][CH2:28][O:27][CH2:26][CH2:25]2)[CH:3]=1.[O:30]1[CH:34]=[CH:33][CH:32]=[C:31]1B(O)O.C(=O)([O-])[O-].[Na+].[Na+], predict the reaction product.